This data is from CYP2C19 inhibition data for predicting drug metabolism from PubChem BioAssay. The task is: Regression/Classification. Given a drug SMILES string, predict its absorption, distribution, metabolism, or excretion properties. Task type varies by dataset: regression for continuous measurements (e.g., permeability, clearance, half-life) or binary classification for categorical outcomes (e.g., BBB penetration, CYP inhibition). Dataset: cyp2c19_veith. (1) The result is 0 (non-inhibitor). The drug is CC(=O)N1CCC[C@@]2(CCN(c3ncccn3)C2)C1. (2) The compound is COc1cccc(-n2c(C)n[nH]c2=O)c1. The result is 0 (non-inhibitor). (3) The molecule is O=C(c1ccco1)N1CCN(S(=O)(=O)c2ccc3[nH]c(=O)oc3c2)CC1. The result is 1 (inhibitor). (4) The result is 1 (inhibitor). The compound is COc1ccccc1CNc1ncncc1-c1cccc(NS(C)(=O)=O)c1. (5) The drug is C/C(=N\OC(=O)NC1CCCCC1)c1sc(-c2ccccc2)nc1C. The result is 1 (inhibitor). (6) The compound is c1ccc(SC(Sc2ccccc2)c2ccc3c(c2)OCO3)cc1. The result is 1 (inhibitor). (7) The drug is COC(=O)[C@@]1(Cc2ccccc2)[C@H]2c3cc(C(=O)N(C)C)n(Cc4ccsc4Br)c3C[C@H]2CN1C(=O)c1ccccc1. The result is 1 (inhibitor).